Dataset: Full USPTO retrosynthesis dataset with 1.9M reactions from patents (1976-2016). Task: Predict the reactants needed to synthesize the given product. (1) Given the product [NH2:1][C:2]1[C:11]2[N:12]=[C:13]3[CH2:18][O:17][CH2:16][C@H:15]([CH2:19][CH2:20][CH2:21][NH:22][C:23]([N:25]4[CH2:26][CH2:27][O:28][CH2:29][CH2:30]4)=[O:24])[N:14]3[C:10]=2[C:9]2[CH2:8][CH2:7][CH2:6][CH2:5][C:4]=2[N:3]=1, predict the reactants needed to synthesize it. The reactants are: [NH2:1][C:2]1[C:11]2[N:12]=[C:13]3[CH2:18][O:17][CH2:16][C@H:15]([CH2:19][CH2:20][CH2:21][NH:22][C:23]([N:25]4[CH2:30][CH2:29][O:28][CH2:27][CH2:26]4)=[O:24])[N:14]3[C:10]=2[C:9]2[C:4](=[CH:5][CH:6]=[CH:7][CH:8]=2)[N:3]=1.[NH4+].[OH-].C(Cl)(Cl)Cl. (2) The reactants are: [NH2:1][C:2]1[C:3]([C:22]2[CH:30]=[CH:29][C:25]([C:26]([OH:28])=O)=[C:24]([F:31])[CH:23]=2)=[N:4][C:5]([CH:8]2[CH2:13][CH2:12][CH:11]([NH:14][C:15]([O:17][C:18]([CH3:21])([CH3:20])[CH3:19])=[O:16])[CH2:10][CH2:9]2)=[CH:6][N:7]=1.CCN(C(C)C)C(C)C.[NH2:41][C@@H:42]([C:45]1[CH:50]=[CH:49][CH:48]=[C:47]([Cl:51])[CH:46]=1)[CH2:43][OH:44].CN(C(ON1N=NC2C=CC=NC1=2)=[N+](C)C)C.F[P-](F)(F)(F)(F)F. Given the product [NH2:1][C:2]1[N:7]=[CH:6][C:5]([CH:8]2[CH2:13][CH2:12][CH:11]([NH:14][C:15](=[O:16])[O:17][C:18]([CH3:21])([CH3:19])[CH3:20])[CH2:10][CH2:9]2)=[N:4][C:3]=1[C:22]1[CH:30]=[CH:29][C:25]([C:26](=[O:28])[NH:41][C@@H:42]([C:45]2[CH:50]=[CH:49][CH:48]=[C:47]([Cl:51])[CH:46]=2)[CH2:43][OH:44])=[C:24]([F:31])[CH:23]=1, predict the reactants needed to synthesize it. (3) Given the product [CH3:1][CH:2]1[CH2:11][CH2:10][C:9]2[C:4](=[CH:5][CH:6]=[CH:7][CH:8]=2)[NH:3]1, predict the reactants needed to synthesize it. The reactants are: [CH3:1][C:2]1[CH:11]=[CH:10][C:9]2[C:4](=[CH:5][CH:6]=[CH:7][CH:8]=2)[N:3]=1.[In].[Cl-].[NH4+].C(O)C. (4) Given the product [N:1]1([C:6]2[CH:12]=[CH:11][C:9]([NH:10][C:21]3[C:26]([N+:27]([O-:29])=[O:28])=[CH:25][CH:24]=[C:23]([Cl:30])[N:22]=3)=[CH:8][CH:7]=2)[CH:5]=[CH:4][N:3]=[CH:2]1, predict the reactants needed to synthesize it. The reactants are: [N:1]1([C:6]2[CH:12]=[CH:11][C:9]([NH2:10])=[CH:8][CH:7]=2)[CH:5]=[CH:4][N:3]=[CH:2]1.C(N(CC)CC)C.Cl[C:21]1[C:26]([N+:27]([O-:29])=[O:28])=[CH:25][CH:24]=[C:23]([Cl:30])[N:22]=1. (5) Given the product [OH:12][C:8]1[CH:7]=[C:6]2[C:11](=[CH:10][CH:9]=1)[CH2:2][N:3]([CH2:15][CH2:14][C:13]([O:17][C:18]([CH3:21])([CH3:20])[CH3:19])=[O:16])[CH2:4][CH2:5]2, predict the reactants needed to synthesize it. The reactants are: Br.[CH2:2]1[C:11]2[C:6](=[CH:7][C:8]([OH:12])=[CH:9][CH:10]=2)[CH2:5][CH2:4][NH:3]1.[C:13]([O:17][C:18]([CH3:21])([CH3:20])[CH3:19])(=[O:16])[CH:14]=[CH2:15].C(N(C(C)C)C(C)C)C.